This data is from Reaction yield outcomes from USPTO patents with 853,638 reactions. The task is: Predict the reaction yield, written as a fraction of the theoretical maximum amount of product (1.0 means a 100% yield; for example, 0.34 means a 34% yield). (1) The reactants are [CH3:1][O:2][C:3](=[O:15])[C:4]1[CH:13]=[C:12](Br)[CH:11]=[C:6]([C:7]([O:9][CH3:10])=[O:8])[CH:5]=1.C([O-])(=O)C.[K+].[NH2:21][C:22]1[C:23]([C:29]([O:31][CH3:32])=[O:30])=[N:24][C:25](Br)=[CH:26][N:27]=1.C(=O)(O)[O-].[Na+]. The catalyst is O1CCOCC1.O.C(OCC)(=O)C. The product is [NH2:21][C:22]1[N:27]=[CH:26][C:25]([C:12]2[CH:11]=[C:6]([C:7]([O:9][CH3:10])=[O:8])[CH:5]=[C:4]([C:3]([O:2][CH3:1])=[O:15])[CH:13]=2)=[N:24][C:23]=1[C:29]([O:31][CH3:32])=[O:30]. The yield is 0.120. (2) The reactants are [Br:1][C:2]1[CH:7]=[CH:6][C:5]([C@@H:8]([N:10]2[CH2:15][CH2:14][C:13]([CH2:19][CH2:20][C:21]([OH:23])=[O:22])([CH:16]([CH3:18])[CH3:17])[O:12][C:11]2=[O:24])[CH3:9])=[CH:4][CH:3]=1.O=S(Cl)Cl.[CH3:29]O. No catalyst specified. The product is [Br:1][C:2]1[CH:7]=[CH:6][C:5]([C@@H:8]([N:10]2[CH2:15][CH2:14][C:13]([CH2:19][CH2:20][C:21]([O:23][CH3:29])=[O:22])([CH:16]([CH3:17])[CH3:18])[O:12][C:11]2=[O:24])[CH3:9])=[CH:4][CH:3]=1. The yield is 0.960. (3) The reactants are [Br:1][C:2]1[CH:8]=[CH:7][C:5]([NH2:6])=[C:4]([F:9])[C:3]=1[Cl:10].[C:11](OC(=O)C)(=[O:13])[CH3:12].N1C=CC=CC=1. The catalyst is C(OCC)(=O)C. The product is [Br:1][C:2]1[CH:8]=[CH:7][C:5]([NH:6][C:11](=[O:13])[CH3:12])=[C:4]([F:9])[C:3]=1[Cl:10]. The yield is 0.960. (4) The reactants are [K+].[C:2]([C:4]1[N:5]=[C:6]([C:17]([O-:19])=O)[N:7]([CH2:9][O:10][CH2:11][CH2:12][Si:13]([CH3:16])([CH3:15])[CH3:14])[CH:8]=1)#[N:3].CCN(C(C)C)C(C)C.C1CN([P+](Br)(N2CCCC2)N2CCCC2)CC1.F[P-](F)(F)(F)(F)F.[C:53]([O:57][C:58]([N:60]1[CH2:65][CH2:64][CH:63]([C:66]2[CH:71]=[CH:70][C:69]([NH2:72])=[C:68]([C:73]3[CH2:78][CH2:77][CH2:76][CH2:75][CH:74]=3)[N:67]=2)[CH2:62][CH2:61]1)=[O:59])([CH3:56])([CH3:55])[CH3:54]. The catalyst is C(Cl)Cl.CCOC(C)=O. The product is [C:53]([O:57][C:58]([N:60]1[CH2:65][CH2:64][CH:63]([C:66]2[CH:71]=[CH:70][C:69]([NH:72][C:17]([C:6]3[N:7]([CH2:9][O:10][CH2:11][CH2:12][Si:13]([CH3:14])([CH3:15])[CH3:16])[CH:8]=[C:4]([C:2]#[N:3])[N:5]=3)=[O:19])=[C:68]([C:73]3[CH2:78][CH2:77][CH2:76][CH2:75][CH:74]=3)[N:67]=2)[CH2:62][CH2:61]1)=[O:59])([CH3:56])([CH3:54])[CH3:55]. The yield is 0.400. (5) The reactants are C([Li])CCC.O1CCCC1.[CH3:11][Si:12]([CH3:23])([CH3:22])[CH2:13][CH2:14][O:15][CH2:16][N:17]1[CH:21]=[CH:20][N:19]=[CH:18]1.[CH3:24][C:25]([CH3:27])=[O:26]. The catalyst is O. The product is [CH3:11][Si:12]([CH3:23])([CH3:22])[CH2:13][CH2:14][O:15][CH2:16][N:17]1[CH:21]=[CH:20][N:19]=[C:18]1[C:25]([OH:26])([CH3:27])[CH3:24]. The yield is 0.760. (6) The reactants are [Br:1][C:2]1[CH:9]=[CH:8][C:5]([C:6]#[N:7])=[C:4]([F:10])[CH:3]=1.C(O)(C(F)(F)F)=[O:12].S(=O)(=O)(O)O. No catalyst specified. The product is [Br:1][C:2]1[CH:9]=[CH:8][C:5]([C:6]([NH2:7])=[O:12])=[C:4]([F:10])[CH:3]=1. The yield is 0.870. (7) The reactants are [NH:1]1[CH:5]=[C:4]([C:6]2[C:7]([NH2:12])=[N:8][CH:9]=[CH:10][CH:11]=2)[CH:3]=[N:2]1.O1CCCC1.[H-].[Na+].Cl[CH2:21][C:22]1[CH:27]=[CH:26][C:25]([CH2:28][O:29][CH2:30][C:31]#[CH:32])=[CH:24][CH:23]=1. The catalyst is O.CN(C)C=O. The product is [CH2:30]([O:29][CH2:28][C:25]1[CH:24]=[CH:23][C:22]([CH2:21][N:1]2[CH:5]=[C:4]([C:6]3[C:7]([NH2:12])=[N:8][CH:9]=[CH:10][CH:11]=3)[CH:3]=[N:2]2)=[CH:27][CH:26]=1)[C:31]#[CH:32]. The yield is 0.620. (8) The reactants are Br[CH2:2][C:3](=O)[CH2:4][C:5]1[CH:10]=[CH:9][C:8]([Cl:11])=[CH:7][CH:6]=1.[NH2:13][C:14]([NH2:16])=[S:15]. The catalyst is C(O)C. The product is [Cl:11][C:8]1[CH:9]=[CH:10][C:5]([CH2:4][C:3]2[N:13]=[C:14]([NH2:16])[S:15][CH:2]=2)=[CH:6][CH:7]=1. The yield is 0.860. (9) The reactants are C[O:2][C:3](=[O:37])[C:4]([O:7][C:8]1[CH:13]=[CH:12][C:11]([O:14][CH2:15][CH2:16][C:17]2[N:18]=[C:19]([C:25]3[CH:30]=[CH:29][C:28]([C:31]4[CH:36]=[CH:35][CH:34]=[CH:33][CH:32]=4)=[CH:27][CH:26]=3)[O:20][C:21]=2[CH2:22][CH2:23][CH3:24])=[CH:10][CH:9]=1)([CH3:6])[CH3:5].[OH-].[Na+]. The catalyst is C(O)C. The product is [C:28]1([C:31]2[CH:32]=[CH:33][CH:34]=[CH:35][CH:36]=2)[CH:27]=[CH:26][C:25]([C:19]2[O:20][C:21]([CH2:22][CH2:23][CH3:24])=[C:17]([CH2:16][CH2:15][O:14][C:11]3[CH:12]=[CH:13][C:8]([O:7][C:4]([CH3:5])([CH3:6])[C:3]([OH:37])=[O:2])=[CH:9][CH:10]=3)[N:18]=2)=[CH:30][CH:29]=1. The yield is 0.820. (10) The reactants are O[CH2:2][C@H:3]([NH:5][C:6]([C:8]1[NH:9][C:10]([C:13]2[CH:18]=[C:17]([O:19][Si:20]([CH:27]([CH3:29])[CH3:28])([CH:24]([CH3:26])[CH3:25])[CH:21]([CH3:23])[CH3:22])[CH:16]=[C:15]([O:30][C@@H:31]([CH3:35])[CH2:32][O:33][CH3:34])[CH:14]=2)=[CH:11][CH:12]=1)=[O:7])[CH3:4].CS(O)(=O)=O.C(N(CC)CC)C.[Cl-].[NH4+]. The catalyst is O1CCCC1. The product is [CH3:34][O:33][CH2:32][C@@H:31]([O:30][C:15]1[CH:14]=[C:13]([C:10]2[NH:9][C:8]([C:6]3[O:7][CH2:4][C@@H:3]([CH3:2])[N:5]=3)=[CH:12][CH:11]=2)[CH:18]=[C:17]([O:19][Si:20]([CH:24]([CH3:25])[CH3:26])([CH:21]([CH3:22])[CH3:23])[CH:27]([CH3:29])[CH3:28])[CH:16]=1)[CH3:35]. The yield is 0.640.